Dataset: Catalyst prediction with 721,799 reactions and 888 catalyst types from USPTO. Task: Predict which catalyst facilitates the given reaction. Reactant: [CH3:1][O:2][C:3]1[CH:8]=[CH:7][N:6]=[C:5]2[NH:9][CH:10]=[C:11]([C:12]3[CH2:13][CH2:14][N:15]([C:18]([O:20][C:21]([CH3:24])([CH3:23])[CH3:22])=[O:19])[CH2:16][CH:17]=3)[C:4]=12.C1COCC1. Product: [CH3:1][O:2][C:3]1[CH:8]=[CH:7][N:6]=[C:5]2[NH:9][CH:10]=[C:11]([CH:12]3[CH2:17][CH2:16][N:15]([C:18]([O:20][C:21]([CH3:24])([CH3:23])[CH3:22])=[O:19])[CH2:14][CH2:13]3)[C:4]=12. The catalyst class is: 19.